From a dataset of Full USPTO retrosynthesis dataset with 1.9M reactions from patents (1976-2016). Predict the reactants needed to synthesize the given product. Given the product [NH2:32][C@H:11]([C:12]1[N:17]([C:18]2[CH:19]=[C:20]([F:25])[CH:21]=[C:22]([F:24])[CH:23]=2)[C:16](=[O:26])[C:15]2=[C:27]([C:30]#[N:31])[CH:28]=[CH:29][N:14]2[N:13]=1)[CH2:10][CH2:9][O:8][CH2:1][C:2]1[CH:3]=[CH:4][CH:5]=[CH:6][CH:7]=1, predict the reactants needed to synthesize it. The reactants are: [CH2:1]([O:8][CH2:9][CH2:10][C@H:11]([NH:32]C(=O)OC(C)(C)C)[C:12]1[N:17]([C:18]2[CH:23]=[C:22]([F:24])[CH:21]=[C:20]([F:25])[CH:19]=2)[C:16](=[O:26])[C:15]2=[C:27]([C:30]#[N:31])[CH:28]=[CH:29][N:14]2[N:13]=1)[C:2]1[CH:7]=[CH:6][CH:5]=[CH:4][CH:3]=1.Cl.O1CCOCC1.